Regression. Given two drug SMILES strings and cell line genomic features, predict the synergy score measuring deviation from expected non-interaction effect. From a dataset of NCI-60 drug combinations with 297,098 pairs across 59 cell lines. (1) Drug 1: CCCS(=O)(=O)NC1=C(C(=C(C=C1)F)C(=O)C2=CNC3=C2C=C(C=N3)C4=CC=C(C=C4)Cl)F. Drug 2: COC1=C2C(=CC3=C1OC=C3)C=CC(=O)O2. Cell line: M14. Synergy scores: CSS=34.2, Synergy_ZIP=2.45, Synergy_Bliss=0.979, Synergy_Loewe=-24.8, Synergy_HSA=-1.27. (2) Drug 1: CS(=O)(=O)OCCCCOS(=O)(=O)C. Drug 2: C1C(C(OC1N2C=NC(=NC2=O)N)CO)O. Cell line: UACC-257. Synergy scores: CSS=2.80, Synergy_ZIP=-0.199, Synergy_Bliss=1.41, Synergy_Loewe=-0.183, Synergy_HSA=-1.15.